Dataset: Forward reaction prediction with 1.9M reactions from USPTO patents (1976-2016). Task: Predict the product of the given reaction. (1) Given the reactants [O:1]=[O+][O-].[CH2:4]([N:11]1[CH:19]=[N:18][C:17]2[C:12]1=[N:13][C:14]([C:25]1[CH:30]=[CH:29][C:28]([Cl:31])=[C:27]([O:32][CH3:33])[C:26]=1[F:34])=[N:15][C:16]=2[C:20]1[O:21]C=CC=1)[C:5]1[CH:10]=[CH:9][CH:8]=[CH:7][CH:6]=1, predict the reaction product. The product is: [CH2:4]([N:11]1[CH:19]=[N:18][C:17]2[C:12]1=[N:13][C:14]([C:25]1[CH:30]=[CH:29][C:28]([Cl:31])=[C:27]([O:32][CH3:33])[C:26]=1[F:34])=[N:15][C:16]=2[C:20]([OH:1])=[O:21])[C:5]1[CH:6]=[CH:7][CH:8]=[CH:9][CH:10]=1. (2) Given the reactants [Cl:1][C:2]1[CH:3]=[C:4]([CH:8]=[CH:9][C:10]=1[NH:11][C:12]1[CH:17]=[N:16][CH:15]=[C:14]([C:18]2[CH:23]=[CH:22][C:21]([OH:24])=[CH:20][CH:19]=2)[N:13]=1)[C:5]([OH:7])=O.[CH2:25]([N:27]([CH2:30]C)[CH2:28][CH3:29])[CH3:26].C[N:33](C(ON1N=NC2C=CC=CC1=2)=[N+](C)C)C.[B-](F)(F)(F)F, predict the reaction product. The product is: [Cl:1][C:2]1[CH:3]=[C:4]([C:5]([N:33]2[CH2:29][CH2:28][N:27]([CH3:30])[CH2:25][CH2:26]2)=[O:7])[CH:8]=[CH:9][C:10]=1[NH:11][C:12]1[N:13]=[C:14]([C:18]2[CH:23]=[CH:22][C:21]([OH:24])=[CH:20][CH:19]=2)[CH:15]=[N:16][CH:17]=1. (3) Given the reactants C(=O)([O-])[O-].[K+].[K+].C([O:10][C:11]1[CH:16]=[CH:15][C:14](/[CH:17]=[C:18]2\[C:19](=[O:42])[NH:20][C:21]3[CH:27]=[N:26][C:25]([NH:28][C:29]4[CH:34]=[CH:33][C:32]([N:35]5[CH2:40][CH2:39][N:38]([CH3:41])[CH2:37][CH2:36]5)=[CH:31][CH:30]=4)=[N:24][C:22]=3[S:23]\2)=[CH:13][CH:12]=1)(=O)C, predict the reaction product. The product is: [OH:10][C:11]1[CH:16]=[CH:15][C:14](/[CH:17]=[C:18]2\[C:19](=[O:42])[NH:20][C:21]3[CH:27]=[N:26][C:25]([NH:28][C:29]4[CH:34]=[CH:33][C:32]([N:35]5[CH2:40][CH2:39][N:38]([CH3:41])[CH2:37][CH2:36]5)=[CH:31][CH:30]=4)=[N:24][C:22]=3[S:23]\2)=[CH:13][CH:12]=1. (4) Given the reactants Cl.[NH:2]1[CH2:7][CH2:6][C:5](=[CH:8][C:9]2[CH:10]=[C:11]([CH:23]=[CH:24][CH:25]=2)[O:12][C:13]2[CH:18]=[CH:17][C:16]([C:19]([F:22])([F:21])[F:20])=[CH:15][N:14]=2)[CH2:4][CH2:3]1.[CH2:26]([C:28]1[S:32][C:31]([NH:33][C:34](=O)[O:35]C2C=CC=CC=2)=[N:30][N:29]=1)[CH3:27].C(N(CC)CC)C.O, predict the reaction product. The product is: [CH2:26]([C:28]1[S:32][C:31]([NH:33][C:34]([N:2]2[CH2:7][CH2:6][C:5](=[CH:8][C:9]3[CH:25]=[CH:24][CH:23]=[C:11]([O:12][C:13]4[CH:18]=[CH:17][C:16]([C:19]([F:22])([F:20])[F:21])=[CH:15][N:14]=4)[CH:10]=3)[CH2:4][CH2:3]2)=[O:35])=[N:30][N:29]=1)[CH3:27]. (5) Given the reactants [CH3:1][O:2][C:3]([C:5]1([CH3:26])[O:10][CH2:9][CH:8]([CH2:11][CH2:12][CH2:13][CH2:14][O:15][N:16]=[C:17]([C:19]2[CH:24]=[CH:23][C:22]([OH:25])=[CH:21][CH:20]=2)[CH3:18])[CH2:7][O:6]1)=[O:4].C(N(CC)CC)C.[CH3:34][S:35](Cl)(=[O:37])=[O:36], predict the reaction product. The product is: [CH3:1][O:2][C:3]([C:5]1([CH3:26])[O:10][CH2:9][CH:8]([CH2:11][CH2:12][CH2:13][CH2:14][O:15][N:16]=[C:17]([C:19]2[CH:20]=[CH:21][C:22]([O:25][S:35]([CH3:34])(=[O:37])=[O:36])=[CH:23][CH:24]=2)[CH3:18])[CH2:7][O:6]1)=[O:4].